Dataset: Reaction yield outcomes from USPTO patents with 853,638 reactions. Task: Predict the reaction yield, written as a fraction of the theoretical maximum amount of product (1.0 means a 100% yield; for example, 0.34 means a 34% yield). The catalyst is C1C=CC([P]([Pd]([P](C2C=CC=CC=2)(C2C=CC=CC=2)C2C=CC=CC=2)([P](C2C=CC=CC=2)(C2C=CC=CC=2)C2C=CC=CC=2)[P](C2C=CC=CC=2)(C2C=CC=CC=2)C2C=CC=CC=2)(C2C=CC=CC=2)C2C=CC=CC=2)=CC=1.CN(C=O)C. The yield is 0.370. The product is [NH:11]1[CH:12]=[C:8]([C:21]2[NH:20][C:28]3[C:23]([CH:22]=2)=[CH:24][CH:25]=[CH:26][CH:27]=3)[N:9]=[CH:10]1. The reactants are C([O-])([O-])=O.[Na+].[Na+].I[C:8]1[N:9]=[CH:10][NH:11][CH:12]=1.C(OC([N:20]1[C:28]2[C:23](=[CH:24][CH:25]=[CH:26][CH:27]=2)[CH:22]=[C:21]1B(O)O)=O)(C)(C)C.